Dataset: Peptide-MHC class I binding affinity with 185,985 pairs from IEDB/IMGT. Task: Regression. Given a peptide amino acid sequence and an MHC pseudo amino acid sequence, predict their binding affinity value. This is MHC class I binding data. (1) The peptide sequence is LLNVQTLISL. The MHC is HLA-A02:06 with pseudo-sequence HLA-A02:06. The binding affinity (normalized) is 0.577. (2) The peptide sequence is IYYLEKANK. The MHC is HLA-A03:01 with pseudo-sequence HLA-A03:01. The binding affinity (normalized) is 0.0847. (3) The peptide sequence is FGALFMWLL. The MHC is BoLA-AW10 with pseudo-sequence BoLA-AW10. The binding affinity (normalized) is 0.150. (4) The peptide sequence is PTLHGPTPL. The MHC is Patr-B0101 with pseudo-sequence Patr-B0101. The binding affinity (normalized) is 0.236. (5) The peptide sequence is APRTLVYLL. The MHC is HLA-B40:01 with pseudo-sequence HLA-B40:01. The binding affinity (normalized) is 0.0973. (6) The peptide sequence is YGLLSERFI. The MHC is H-2-Db with pseudo-sequence H-2-Db. The binding affinity (normalized) is 0.140. (7) The peptide sequence is VHPVHAGPIA. The MHC is HLA-A03:01 with pseudo-sequence HLA-A03:01. The binding affinity (normalized) is 0.